From a dataset of Catalyst prediction with 721,799 reactions and 888 catalyst types from USPTO. Predict which catalyst facilitates the given reaction. Reactant: [NH:1]1[C:9]2[C:4](=[CH:5][C:6]([C:10]([O:12]C)=O)=[CH:7][CH:8]=2)[CH:3]=[CH:2]1.[NH2:14][NH2:15]. Product: [NH:1]1[C:9]2[C:4](=[CH:5][C:6]([C:10]([NH:14][NH2:15])=[O:12])=[CH:7][CH:8]=2)[CH:3]=[CH:2]1. The catalyst class is: 14.